Predict the product of the given reaction. From a dataset of Forward reaction prediction with 1.9M reactions from USPTO patents (1976-2016). (1) The product is: [Cl:25][C:22]1[CH:23]=[CH:24][C:19]([N:18]2[C:13]3=[N:14][CH:15]=[CH:16][CH:17]=[C:12]3[N:11]=[C:10]2[C@@H:8]([NH2:7])[CH3:9])=[CH:20][CH:21]=1. Given the reactants C(OC(=O)[NH:7][C@H:8]([C:10]1[N:18]([C:19]2[CH:24]=[CH:23][C:22]([Cl:25])=[CH:21][CH:20]=2)[C:13]2=[N:14][CH:15]=[CH:16][CH:17]=[C:12]2[N:11]=1)[CH3:9])(C)(C)C.C(O)(C(F)(F)F)=O, predict the reaction product. (2) Given the reactants [Cl:1][C:2]1[CH:7]=[CH:6][C:5]([OH:8])=[CH:4][C:3]=1[CH:9]([CH3:28])[C:10]([C:16]1[CH:17]=[CH:18][C:19]2[O:24][CH2:23][C:22](=[O:25])[N:21]([CH3:26])[C:20]=2[CH:27]=1)([OH:15])[C:11]([F:14])([F:13])[F:12].[Cl:29][C:30]1[CH:31]=[C:32](B(O)O)[CH:33]=[CH:34][C:35]=1[C:36]([O:38][CH3:39])=[O:37], predict the reaction product. The product is: [CH3:39][O:38][C:36](=[O:37])[C:35]1[CH:34]=[CH:33][C:32]([O:8][C:5]2[CH:6]=[CH:7][C:2]([Cl:1])=[C:3]([CH:9]([CH3:28])[C:10]([OH:15])([C:16]3[CH:17]=[CH:18][C:19]4[O:24][CH2:23][C:22](=[O:25])[N:21]([CH3:26])[C:20]=4[CH:27]=3)[C:11]([F:12])([F:13])[F:14])[CH:4]=2)=[CH:31][C:30]=1[Cl:29]. (3) Given the reactants [CH3:1][O:2][C:3]1[C:8]2[C:9]([C:12]3[CH:17]=[CH:16][C:15]([N:18]4[CH2:23][CH2:22][O:21][CH2:20][CH2:19]4)=[CH:14][CH:13]=3)=[N:10][NH:11][C:7]=2[CH:6]=[CH:5][N:4]=1.O1CCOCCOCCOCCOCC1.[F:39][C:40]1[CH:41]=[C:42]([CH:45]=[C:46]([F:49])[C:47]=1F)[C:43]#[N:44].[H-].[Na+].C(=O)(O)[O-].[Na+], predict the reaction product. The product is: [F:39][C:40]1[CH:41]=[C:42]([CH:45]=[C:46]([F:49])[C:47]=1[N:11]1[C:7]2[CH:6]=[CH:5][N:4]=[C:3]([O:2][CH3:1])[C:8]=2[C:9]([C:12]2[CH:13]=[CH:14][C:15]([N:18]3[CH2:23][CH2:22][O:21][CH2:20][CH2:19]3)=[CH:16][CH:17]=2)=[N:10]1)[C:43]#[N:44].